Dataset: NCI-60 drug combinations with 297,098 pairs across 59 cell lines. Task: Regression. Given two drug SMILES strings and cell line genomic features, predict the synergy score measuring deviation from expected non-interaction effect. Drug 1: CCN(CC)CCNC(=O)C1=C(NC(=C1C)C=C2C3=C(C=CC(=C3)F)NC2=O)C. Drug 2: C(CC(=O)O)C(=O)CN.Cl. Cell line: MDA-MB-231. Synergy scores: CSS=8.90, Synergy_ZIP=-2.06, Synergy_Bliss=0.260, Synergy_Loewe=-0.0813, Synergy_HSA=-1.77.